This data is from Forward reaction prediction with 1.9M reactions from USPTO patents (1976-2016). The task is: Predict the product of the given reaction. (1) Given the reactants [CH3:1][C:2]1([C:8]2[CH:13]=[CH:12][CH:11]=[C:10]([C:14]3[N:18]=[CH:17][NH:16][N:15]=3)[CH:9]=2)[CH2:7][CH2:6][NH:5][CH2:4][CH2:3]1.C(=O)([O-])O.[Na+].Br[CH2:25][CH2:26][CH2:27][C:28]1[CH:33]=[CH:32][CH:31]=[CH:30][CH:29]=1, predict the reaction product. The product is: [NH3:5].[CH3:1][C:2]1([C:8]2[CH:13]=[CH:12][CH:11]=[C:10]([C:14]3[N:18]=[CH:17][NH:16][N:15]=3)[CH:9]=2)[CH2:3][CH2:4][N:5]([CH2:25][CH2:26][CH2:27][C:28]2[CH:33]=[CH:32][CH:31]=[CH:30][CH:29]=2)[CH2:6][CH2:7]1. (2) Given the reactants [F:1][C:2]([F:34])([F:33])[CH2:3][CH2:4][CH:5]([NH:23][C:24]1[CH:32]=[CH:31][C:27]([C:28](O)=[O:29])=[CH:26][CH:25]=1)[C:6]1[CH:11]=[CH:10][C:9]([C:12]2[N:17]=[CH:16][C:15]([C:18]([F:21])([F:20])[F:19])=[CH:14][N:13]=2)=[CH:8][C:7]=1[CH3:22].[NH:35]1[CH2:40][CH2:39][CH2:38][C@@H:37]([C:41]([O:43][CH2:44][CH3:45])=[O:42])[CH2:36]1.ON1C2C=CC=CC=2N=N1.Cl.C(N=C=NCCCN(C)C)C.C(N(C(C)C)CC)(C)C, predict the reaction product. The product is: [F:34][C:2]([F:1])([F:33])[CH2:3][CH2:4][CH:5]([NH:23][C:24]1[CH:25]=[CH:26][C:27]([C:28]([N:35]2[CH2:40][CH2:39][CH2:38][C@@H:37]([C:41]([O:43][CH2:44][CH3:45])=[O:42])[CH2:36]2)=[O:29])=[CH:31][CH:32]=1)[C:6]1[CH:11]=[CH:10][C:9]([C:12]2[N:13]=[CH:14][C:15]([C:18]([F:21])([F:19])[F:20])=[CH:16][N:17]=2)=[CH:8][C:7]=1[CH3:22]. (3) Given the reactants [NH2:1][C:2]1[CH:7]=[C:6]([O:8][CH3:9])[CH:5]=[CH:4][C:3]=1[C:10](O)([CH3:12])[CH3:11].CCOC(C)=O, predict the reaction product. The product is: [CH:10]([C:3]1[CH:4]=[CH:5][C:6]([O:8][CH3:9])=[CH:7][C:2]=1[NH2:1])([CH3:12])[CH3:11].